This data is from Reaction yield outcomes from USPTO patents with 853,638 reactions. The task is: Predict the reaction yield, written as a fraction of the theoretical maximum amount of product (1.0 means a 100% yield; for example, 0.34 means a 34% yield). (1) The reactants are [CH2:1]([O:3][C:4](=[O:16])[CH2:5][CH:6]1[CH2:15][CH2:14][C:9]2([O:13][CH2:12][CH2:11][O:10]2)[CH2:8][CH2:7]1)[CH3:2].[Li+].C[Si]([N-][Si](C)(C)C)(C)C.[CH3:27][O:28][C:29]1[N:30]=[C:31]2[C:36](=[CH:37][CH:38]=1)[N:35]=[CH:34][CH:33]=[C:32]2[CH:39]=[O:40]. The catalyst is C1COCC1. The product is [CH2:1]([O:3][C:4](=[O:16])[CH:5]([CH:6]1[CH2:15][CH2:14][C:9]2([O:10][CH2:11][CH2:12][O:13]2)[CH2:8][CH2:7]1)[CH:39]([OH:40])[C:32]1[C:31]2[C:36](=[CH:37][CH:38]=[C:29]([O:28][CH3:27])[N:30]=2)[N:35]=[CH:34][CH:33]=1)[CH3:2]. The yield is 0.680. (2) The product is [Cl:1][C:2]1[CH:3]=[C:4]([NH:11][C:12]2[CH:17]=[CH:16][C:15]([N:18]3[CH2:19][CH2:20][N:21]([CH:24]4[CH2:39][O:36][CH2:37]4)[CH2:22][CH2:23]3)=[CH:14][N:13]=2)[C:5]2[N:6]([CH:8]=[CH:9][N:10]=2)[N:7]=1. The yield is 0.770. The reactants are [Cl:1][C:2]1[CH:3]=[C:4]([NH:11][C:12]2[CH:17]=[CH:16][C:15]([N:18]3[CH2:23][CH2:22][N:21]([CH3:24])[CH2:20][CH2:19]3)=[CH:14][N:13]=2)[C:5]2[N:6]([CH:8]=[CH:9][N:10]=2)[N:7]=1.BrC1C2N(C=CN=2)N=C(Cl)C=1.[O:36]1[CH2:39]C(N2CCN(C3C=CC(N)=NC=3)CC2)[CH2:37]1. No catalyst specified. (3) The reactants are [F:1]C(F)(F)C(O)=O.F[C:9]1[CH:10]=[C:11]([C@@H:16]2[CH2:20][N:19]([CH2:21][CH2:22][O:23][CH3:24])[CH2:18][C@H:17]2[NH2:25])[CH:12]=[C:13]([F:15])[CH:14]=1.[O:26]=[S:27]1(=[O:51])[CH2:34][C:33]2[C:29](=[N:30][N:31]([C:45]3[CH:50]=[CH:49][CH:48]=[CH:47][CH:46]=3)[C:32]=2[NH:35][C:36](=O)[O:37]C2C=CC=CC=2)[CH2:28]1.CCN(C(C)C)C(C)C. The catalyst is CC(N(C)C)=O. The product is [F:15][C:13]1[CH:12]=[C:11]([C@@H:16]2[CH2:20][N:19]([CH2:21][CH2:22][O:23][CH3:24])[CH2:18][C@H:17]2[NH:25][C:36]([NH:35][C:32]2[N:31]([C:45]3[CH:50]=[CH:49][CH:48]=[CH:47][CH:46]=3)[N:30]=[C:29]3[CH2:28][S:27](=[O:51])(=[O:26])[CH2:34][C:33]=23)=[O:37])[CH:10]=[CH:9][C:14]=1[F:1]. The yield is 0.500. (4) The reactants are [C:1]([C:5]1[CH:6]=[C:7]([OH:13])[C:8](=[CH:11][CH:12]=1)[CH:9]=O)([CH3:4])([CH3:3])[CH3:2].C(=O)([O-])[O-].[K+].[K+].[F:20][C:21]([F:30])([F:29])/[CH:22]=[CH:23]/[C:24]([O:26][CH2:27][CH3:28])=[O:25].Cl. The catalyst is CN(C)C=O.C(O)C.O.CCCCCC.C(OCC)(=O)C. The product is [CH3:2][C:1]([C:5]1[CH:12]=[CH:11][C:8]2[CH:9]=[C:23]([C:24]([O:26][CH2:27][CH3:28])=[O:25])[CH:22]([C:21]([F:20])([F:30])[F:29])[O:13][C:7]=2[CH:6]=1)([CH3:4])[CH3:3]. The yield is 0.710. (5) The reactants are [CH:1]([C:3]1[C:12](=[O:13])[C:11]2[C:6](=[CH:7][CH:8]=[C:9]([CH:14]([CH3:16])[CH3:15])[CH:10]=2)[O:5][CH:4]=1)=O.[CH3:17][O:18][C:19]([C:21]#[C:22][C:23]([O:25][CH3:26])=[O:24])=[O:20].C1(P(C2C=CC=CC=2)C2C=CC=CC=2)C=CC=CC=1.[NH2:46][CH2:47][CH2:48][C:49]1[C:57]2[C:52](=[CH:53][CH:54]=[CH:55][CH:56]=2)[NH:51][CH:50]=1. The catalyst is C1(C)C=CC=CC=1. The product is [CH3:17][O:18][C:19]([C:21]1[C:22]2([C:23]([O:25][CH3:26])=[O:24])[N:46]([CH2:47][CH2:48][C:49]3[C:57]4[C:52](=[CH:53][CH:54]=[CH:55][CH:56]=4)[NH:51][C:50]=32)[CH:4]=[C:3]([C:12](=[O:13])[C:11]2[CH:10]=[C:9]([CH:14]([CH3:16])[CH3:15])[CH:8]=[CH:7][C:6]=2[OH:5])[CH:1]=1)=[O:20]. The yield is 0.660. (6) The reactants are [CH2:1]([C:3]1[N:4]=[C:5]([C:12]2[CH:13]=[C:14]([NH:22][C:23]([CH2:25][CH2:26][CH2:27][NH:28][C:29](OC(C)(C)C)=[O:30])=[O:24])[CH:15]=[CH:16][C:17]=2[O:18][CH2:19][CH2:20][CH3:21])[NH:6][C:7](=[O:11])[C:8]=1[CH2:9][CH3:10])[CH3:2].F[C:37](F)(F)C(O)=O.C(Cl)(=O)C. The catalyst is ClCCl. The product is [C:29]([NH:28][CH2:27][CH2:26][CH2:25][C:23]([NH:22][C:14]1[CH:15]=[CH:16][C:17]([O:18][CH2:19][CH2:20][CH3:21])=[C:12]([C:5]2[NH:6][C:7](=[O:11])[C:8]([CH2:9][CH3:10])=[C:3]([CH2:1][CH3:2])[N:4]=2)[CH:13]=1)=[O:24])(=[O:30])[CH3:37]. The yield is 0.280. (7) The reactants are C(OC([NH:8][CH2:9][CH:10]1[CH2:15][CH2:14][N:13]([C:16]2[N:20]([CH3:21])[N:19]=[CH:18][C:17]=2[NH:22][C:23]([C:25]2[N:26]=[C:27](Br)[S:28][C:29]=2[NH:30]C(=O)OC(C)(C)C)=[O:24])[CH2:12][CH2:11]1)=O)CCC.[CH3:39][O:40][C:41]1[CH:46]=[CH:45][C:44](B(O)O)=[C:43]([C:50]([F:53])([F:52])[F:51])[CH:42]=1. No catalyst specified. The product is [NH2:30][C:29]1[S:28][C:27]([C:44]2[CH:45]=[CH:46][C:41]([O:40][CH3:39])=[CH:42][C:43]=2[C:50]([F:51])([F:52])[F:53])=[N:26][C:25]=1[C:23]([NH:22][C:17]1[CH:18]=[N:19][N:20]([CH3:21])[C:16]=1[N:13]1[CH2:14][CH2:15][CH:10]([CH2:9][NH2:8])[CH2:11][CH2:12]1)=[O:24]. The yield is 0.540. (8) The reactants are [C:1]([O:5][C:6](=[O:20])[N:7]([CH2:11][C:12]1[CH:17]=[C:16]([Br:18])[CH:15]=[CH:14][C:13]=1[OH:19])[CH2:8][CH2:9]O)([CH3:4])([CH3:3])[CH3:2].C1(P(C2C=CC=CC=2)C2C=CC=CC=2)C=CC=CC=1.N(C(OC(C)C)=O)=NC(OC(C)C)=O. The catalyst is C(Cl)Cl. The product is [C:1]([O:5][C:6]([N:7]1[CH2:11][C:12]2[CH:17]=[C:16]([Br:18])[CH:15]=[CH:14][C:13]=2[O:19][CH2:9][CH2:8]1)=[O:20])([CH3:4])([CH3:3])[CH3:2]. The yield is 0.530. (9) The reactants are C(N(CCCC)C(C1N=C(C2C=CC(C(O)=O)=CC=2C(N2[C@H](CO)CC3C(=CC=CC=3)C2)=O)N(CCC2C=CC=CC=2)C=1)=O)CCC.[CH2:48]([N:52]([CH2:92][CH2:93][CH2:94][CH3:95])[C:53]([C:55]1[N:56]=[C:57]([C:68]2[CH:77]=[CH:76][C:71]([C:72]([O:74]C)=[O:73])=[CH:70][C:69]=2[C:78]([N:80]2[C@H:89]([CH2:90][OH:91])[CH2:88][C:87]3[C:82](=[CH:83][CH:84]=[CH:85][CH:86]=3)[CH2:81]2)=[O:79])[N:58]([CH2:60][CH2:61][N:62]2[CH2:67][CH2:66][O:65][CH2:64][CH2:63]2)[CH:59]=1)=[O:54])[CH2:49][CH2:50][CH3:51]. No catalyst specified. The product is [CH2:48]([N:52]([CH2:92][CH2:93][CH2:94][CH3:95])[C:53]([C:55]1[N:56]=[C:57]([C:68]2[CH:77]=[CH:76][C:71]([C:72]([OH:74])=[O:73])=[CH:70][C:69]=2[C:78]([N:80]2[C@H:89]([CH2:90][OH:91])[CH2:88][C:87]3[C:82](=[CH:83][CH:84]=[CH:85][CH:86]=3)[CH2:81]2)=[O:79])[N:58]([CH2:60][CH2:61][N:62]2[CH2:67][CH2:66][O:65][CH2:64][CH2:63]2)[CH:59]=1)=[O:54])[CH2:49][CH2:50][CH3:51]. The yield is 0.950. (10) The reactants are CC(OC(/N=N/C(OC(C)C)=O)=O)C.[OH:15][C:16]1[CH:25]=[CH:24][C:19]([C:20]([O:22][CH3:23])=[O:21])=[CH:18][CH:17]=1.[Cl:26][C:27]1[CH:28]=[C:29]([CH2:33]O)[CH:30]=[N:31][CH:32]=1.C1C=CC(P(C2C=CC=CC=2)C2C=CC=CC=2)=CC=1. The catalyst is C1COCC1.O. The product is [Cl:26][C:27]1[CH:28]=[C:29]([CH2:33][O:15][C:16]2[CH:17]=[CH:18][C:19]([C:20]([O:22][CH3:23])=[O:21])=[CH:24][CH:25]=2)[CH:30]=[N:31][CH:32]=1. The yield is 0.680.